Dataset: Reaction yield outcomes from USPTO patents with 853,638 reactions. Task: Predict the reaction yield, written as a fraction of the theoretical maximum amount of product (1.0 means a 100% yield; for example, 0.34 means a 34% yield). (1) The reactants are [CH:1]1[C:13]2[CH:12]([CH2:14][O:15][C:16]([NH:18][C@@H:19]([CH2:27][C:28]3[CH:29]=[N:30][CH:31]=[N:32][C:33]=3[C:34]3[CH:39]=[CH:38][CH:37]=[CH:36][C:35]=3[CH3:40])[C:20]([O:22]C(C)(C)C)=[O:21])=[O:17])[C:11]3[C:6](=[CH:7][CH:8]=[CH:9][CH:10]=3)[C:5]=2[CH:4]=[CH:3][CH:2]=1.[Cl-:41].[Ca+2].[Cl-]. The catalyst is C(O)(C(F)(F)F)=O. The product is [ClH:41].[CH:10]1[C:11]2[CH:12]([CH2:14][O:15][C:16]([NH:18][C@@H:19]([CH2:27][C:28]3[CH:29]=[N:30][CH:31]=[N:32][C:33]=3[C:34]3[CH:39]=[CH:38][CH:37]=[CH:36][C:35]=3[CH3:40])[C:20]([OH:22])=[O:21])=[O:17])[C:13]3[C:5](=[CH:4][CH:3]=[CH:2][CH:1]=3)[C:6]=2[CH:7]=[CH:8][CH:9]=1. The yield is 0.990. (2) The reactants are [NH2:1][C:2]1[CH:7]=[C:6]([CH3:8])[CH:5]=[CH:4][C:3]=1[S:9][C:10]1[CH:15]=[CH:14][C:13]([OH:16])=[CH:12][CH:11]=1.[C:17]1(B(O)O)[CH:22]=[CH:21][CH:20]=[CH:19][CH:18]=1.C(N(CC)CC)C. The catalyst is C(Cl)Cl.O.C([O-])(=O)C.[Cu+2].C([O-])(=O)C. The product is [CH3:8][C:6]1[CH:5]=[CH:4][C:3]([S:9][C:10]2[CH:15]=[CH:14][C:13]([O:16][C:17]3[CH:22]=[CH:21][CH:20]=[CH:19][CH:18]=3)=[CH:12][CH:11]=2)=[C:2]([NH2:1])[CH:7]=1. The yield is 0.980. (3) The reactants are Br[C:2]1[CH:3]=[C:4]2[C:9](=[CH:10][CH:11]=1)[N:8]=[CH:7][C:6]([C:12]([CH:14]1[CH2:16][CH2:15]1)=[O:13])=[C:5]2[NH:17][C:18]1[CH:19]=[CH:20][C:21]([N:24]2[CH2:29][CH2:28][CH2:27][C@H:26]([NH:30]C(=O)OC(C)(C)C)[CH2:25]2)=[N:22][CH:23]=1.[Cl:38][C:39]1[CH:44]=[C:43](B2OC(C)(C)C(C)(C)O2)[CH:42]=[C:41]([F:54])[C:40]=1[OH:55]. The yield is 0.300. No catalyst specified. The product is [NH2:30][C@H:26]1[CH2:27][CH2:28][CH2:29][N:24]([C:21]2[N:22]=[CH:23][C:18]([NH:17][C:5]3[C:4]4[C:9](=[CH:10][CH:11]=[C:2]([C:43]5[CH:42]=[C:41]([F:54])[C:40]([OH:55])=[C:39]([Cl:38])[CH:44]=5)[CH:3]=4)[N:8]=[CH:7][C:6]=3[C:12]([CH:14]3[CH2:16][CH2:15]3)=[O:13])=[CH:19][CH:20]=2)[CH2:25]1. (4) The reactants are Cl[C:2]1[C:7]([CH:8]=[O:9])=[C:6]([N:10]2[CH2:22][CH2:21][C:20]3[N:19]4[C:14]([CH2:15][CH2:16][CH2:17][CH2:18]4)=[CH:13][C:12]=3[C:11]2=[O:23])[N:5]=[CH:4][CH:3]=1.[CH3:24][N:25]1[CH:30]=[C:29](B2OC(C)(C)C(C)(C)O2)[CH:28]=[C:27]([NH:40][C:41]2[CH:50]=[C:44]3[CH2:45][N:46]([CH3:49])[CH2:47][CH2:48][N:43]3[N:42]=2)[C:26]1=[O:51].CC([O-])=O.[Na+].C(#N)C. The catalyst is C1C=CC(P(C2C=CC=CC=2)[C-]2C=CC=C2)=CC=1.C1C=CC(P(C2C=CC=CC=2)[C-]2C=CC=C2)=CC=1.Cl[Pd]Cl.[Fe+2].O. The product is [CH:8]([C:7]1[C:6]([N:10]2[CH2:22][CH2:21][C:20]3[N:19]4[C:14]([CH2:15][CH2:16][CH2:17][CH2:18]4)=[CH:13][C:12]=3[C:11]2=[O:23])=[N:5][CH:4]=[CH:3][C:2]=1[C:29]1[CH:28]=[C:27]([NH:40][C:41]2[CH:50]=[C:44]3[CH2:45][N:46]([CH3:49])[CH2:47][CH2:48][N:43]3[N:42]=2)[C:26](=[O:51])[N:25]([CH3:24])[CH:30]=1)=[O:9]. The yield is 0.600. (5) The reactants are [CH2:1]([O:3][C:4]([O:6][CH2:7][CH2:8][N:9]1[CH2:14][CH2:13][N:12]([S:15]([C:18]2[CH:19]=[CH:20][C:21]([O:39][CH2:40][CH2:41][CH3:42])=[C:22]([C:24]3[NH:25][C:26](=[O:38])[C:27]4[N:32]([CH2:33][CH3:34])[CH:31]=[C:30]([CH2:35][CH2:36][CH3:37])[C:28]=4[N:29]=3)[CH:23]=2)(=[O:17])=[O:16])[CH2:11][CH2:10]1)=[O:5])[CH3:2].[OH:43][S:44]([OH:47])(=[O:46])=[O:45]. The catalyst is CCO.C1COCC1. The product is [S:44]([OH:47])([OH:46])(=[O:45])=[O:43].[CH2:1]([O:3][C:4]([O:6][CH2:7][CH2:8][N:9]1[CH2:14][CH2:13][N:12]([S:15]([C:18]2[CH:19]=[CH:20][C:21]([O:39][CH2:40][CH2:41][CH3:42])=[C:22]([C:24]3[NH:25][C:26](=[O:38])[C:27]4[N:32]([CH2:33][CH3:34])[CH:31]=[C:30]([CH2:35][CH2:36][CH3:37])[C:28]=4[N:29]=3)[CH:23]=2)(=[O:16])=[O:17])[CH2:11][CH2:10]1)=[O:5])[CH3:2]. The yield is 0.970. (6) The reactants are [CH3:1][C:2]1[N:9]2[C:5]([S:6][C:7]([C:10]([OH:12])=O)=[N:8]2)=[CH:4][N:3]=1.CN(C(ON1N=NC2C=CC=NC1=2)=[N+](C)C)C.F[P-](F)(F)(F)(F)F.C(N(CC)CC)C.[CH2:44]([NH:51][CH2:52][CH:53]([CH3:55])[CH3:54])[C:45]1[CH:50]=[CH:49][CH:48]=[CH:47][CH:46]=1. The catalyst is C(Cl)Cl. The product is [CH2:44]([N:51]([CH2:52][CH:53]([CH3:55])[CH3:54])[C:10]([C:7]1[S:6][C:5]2=[CH:4][N:3]=[C:2]([CH3:1])[N:9]2[N:8]=1)=[O:12])[C:45]1[CH:50]=[CH:49][CH:48]=[CH:47][CH:46]=1. The yield is 0.940. (7) The reactants are [CH2:1]([C@H:8]([NH:28][C:29]([C@@H:31]([NH:36][C:37](=[O:40])[O:38][CH3:39])[C@@H:32]([CH3:35])[CH2:33][CH3:34])=[O:30])[C@@H:9]([OH:27])[CH2:10][C@@H:11]([NH:19]C(OC(C)(C)C)=O)[CH2:12][C:13]1[CH:18]=[CH:17][CH:16]=[CH:15][CH:14]=1)[C:2]1[CH:7]=[CH:6][CH:5]=[CH:4][CH:3]=1.Cl. The catalyst is C1COCC1. The product is [NH2:19][C@@H:11]([CH2:12][C:13]1[CH:14]=[CH:15][CH:16]=[CH:17][CH:18]=1)[CH2:10][C@H:9]([OH:27])[C@@H:8]([NH:28][C:29]([C@@H:31]([NH:36][C:37](=[O:40])[O:38][CH3:39])[C@@H:32]([CH3:35])[CH2:33][CH3:34])=[O:30])[CH2:1][C:2]1[CH:7]=[CH:6][CH:5]=[CH:4][CH:3]=1. The yield is 0.610. (8) The catalyst is C(Cl)Cl. The reactants are [CH2:1]([O:5][C:6]([NH:8][C@@H:9]([C:13]([CH3:16])([CH3:15])[CH3:14])[C:10]([OH:12])=O)=[O:7])[CH2:2][CH:3]=[CH2:4].CCN(C(C)C)C(C)C.CN(C(ON1N=NC2C=CC=NC1=2)=[N+](C)C)C.F[P-](F)(F)(F)(F)F.[CH3:50][O:51][C@:52]1([C:61]2[CH:62]=[C:63]([C:67]3[CH:72]=[CH:71][CH:70]=[C:69]([CH:73]=[CH2:74])[CH:68]=3)[CH:64]=[CH:65][CH:66]=2)[CH2:56][NH:55][C@H:54]([C:57]([O:59][CH3:60])=[O:58])[CH2:53]1. The product is [CH2:1]([O:5][C:6]([NH:8][C@@H:9]([C:13]([CH3:16])([CH3:15])[CH3:14])[C:10]([N:55]1[CH2:56][C@:52]([O:51][CH3:50])([C:61]2[CH:62]=[C:63]([C:67]3[CH:72]=[CH:71][CH:70]=[C:69]([CH:73]=[CH2:74])[CH:68]=3)[CH:64]=[CH:65][CH:66]=2)[CH2:53][C@H:54]1[C:57]([O:59][CH3:60])=[O:58])=[O:12])=[O:7])[CH2:2][CH:3]=[CH2:4]. The yield is 0.680.